From a dataset of Full USPTO retrosynthesis dataset with 1.9M reactions from patents (1976-2016). Predict the reactants needed to synthesize the given product. (1) Given the product [F:21][CH:22]([F:33])[CH2:23][O:24][C:25]1[CH:26]=[C:27]([CH:30]=[CH:31][CH:32]=1)[CH2:28][N:1]1[CH:2]([C:11]2[C:12]([O:19][CH3:20])=[CH:13][CH:14]=[CH:15][C:16]=2[O:17][CH3:18])[CH2:3][CH:4]([CH3:10])[C:5]1=[O:7], predict the reactants needed to synthesize it. The reactants are: [NH2:1][CH:2]([C:11]1[C:16]([O:17][CH3:18])=[CH:15][CH:14]=[CH:13][C:12]=1[O:19][CH3:20])[CH2:3][CH:4]([CH3:10])[C:5]([O:7]CC)=O.[F:21][CH:22]([F:33])[CH2:23][O:24][C:25]1[CH:26]=[C:27]([CH:30]=[CH:31][CH:32]=1)[CH:28]=O. (2) Given the product [F:26][C:27]([F:34])([F:33])[CH2:28][CH2:29][C:30]([O:32][C:4]1([N:7]=[O:8])[CH2:5][CH2:6][O:1][CH2:2][CH2:3]1)=[O:31], predict the reactants needed to synthesize it. The reactants are: [O:1]1[CH2:6][CH2:5][C:4](=[N:7][OH:8])[CH2:3][CH2:2]1.C([O-])(=O)C.C([O-])(=O)C.C([O-])(=O)C.C([O-])(=O)C.[Pb+4].[F:26][C:27]([F:34])([F:33])[CH2:28][CH2:29][C:30]([OH:32])=[O:31].